From a dataset of Catalyst prediction with 721,799 reactions and 888 catalyst types from USPTO. Predict which catalyst facilitates the given reaction. Reactant: [CH3:1][C:2]1[CH:3]=[C:4]([C:9]2[N:14]=[C:13]([NH:15][CH:16]3[CH2:18][CH2:17]3)[N:12]=[C:11](O)[C:10]=2[C:20]#[N:21])[CH:5]=[CH:6][C:7]=1[CH3:8].O=P(Cl)(Cl)[Cl:24].C([O-])(O)=O.[Na+]. Product: [CH3:1][C:2]1[CH:3]=[C:4]([C:9]2[N:14]=[C:13]([NH:15][CH:16]3[CH2:18][CH2:17]3)[N:12]=[C:11]([Cl:24])[C:10]=2[C:20]#[N:21])[CH:5]=[CH:6][C:7]=1[CH3:8]. The catalyst class is: 12.